From a dataset of NCI-60 drug combinations with 297,098 pairs across 59 cell lines. Regression. Given two drug SMILES strings and cell line genomic features, predict the synergy score measuring deviation from expected non-interaction effect. (1) Drug 1: C1=C(C(=O)NC(=O)N1)N(CCCl)CCCl. Drug 2: C1=CN(C(=O)N=C1N)C2C(C(C(O2)CO)O)O.Cl. Cell line: OVCAR-5. Synergy scores: CSS=23.6, Synergy_ZIP=-11.9, Synergy_Bliss=-8.45, Synergy_Loewe=-24.0, Synergy_HSA=-5.38. (2) Drug 1: COC1=C(C=C2C(=C1)N=CN=C2NC3=CC(=C(C=C3)F)Cl)OCCCN4CCOCC4. Drug 2: CC1=C2C(C(=O)C3(C(CC4C(C3C(C(C2(C)C)(CC1OC(=O)C(C(C5=CC=CC=C5)NC(=O)C6=CC=CC=C6)O)O)OC(=O)C7=CC=CC=C7)(CO4)OC(=O)C)O)C)OC(=O)C. Cell line: SR. Synergy scores: CSS=54.0, Synergy_ZIP=-0.760, Synergy_Bliss=-1.97, Synergy_Loewe=-7.47, Synergy_HSA=0.835. (3) Drug 1: CC1CCC2CC(C(=CC=CC=CC(CC(C(=O)C(C(C(=CC(C(=O)CC(OC(=O)C3CCCCN3C(=O)C(=O)C1(O2)O)C(C)CC4CCC(C(C4)OC)OCCO)C)C)O)OC)C)C)C)OC. Drug 2: C(CN)CNCCSP(=O)(O)O. Cell line: RXF 393. Synergy scores: CSS=7.58, Synergy_ZIP=-3.88, Synergy_Bliss=-2.83, Synergy_Loewe=-20.3, Synergy_HSA=-2.89. (4) Drug 1: CCC(=C(C1=CC=CC=C1)C2=CC=C(C=C2)OCCN(C)C)C3=CC=CC=C3.C(C(=O)O)C(CC(=O)O)(C(=O)O)O. Drug 2: C1CN1C2=NC(=NC(=N2)N3CC3)N4CC4. Cell line: MALME-3M. Synergy scores: CSS=19.2, Synergy_ZIP=-4.03, Synergy_Bliss=3.27, Synergy_Loewe=-7.87, Synergy_HSA=-0.141.